From a dataset of Reaction yield outcomes from USPTO patents with 853,638 reactions. Predict the reaction yield, written as a fraction of the theoretical maximum amount of product (1.0 means a 100% yield; for example, 0.34 means a 34% yield). (1) The reactants are [CH2:1]([N:3]1[C:8]([C:9]([C:11]2[CH:12]=[C:13]([CH:18]=[CH:19][C:20]#[N:21])[CH:14]=[C:15]([CH3:17])[CH:16]=2)=[O:10])=[C:7]([CH:22]([CH3:24])[CH3:23])[C:6](=[O:25])[NH:5][C:4]1=[O:26])[CH3:2]. The catalyst is [Pd].C(O)C. The product is [CH2:1]([N:3]1[C:8]([C:9]([C:11]2[CH:12]=[C:13]([CH2:18][CH2:19][C:20]#[N:21])[CH:14]=[C:15]([CH3:17])[CH:16]=2)=[O:10])=[C:7]([CH:22]([CH3:23])[CH3:24])[C:6](=[O:25])[NH:5][C:4]1=[O:26])[CH3:2]. The yield is 0.940. (2) The reactants are C([O-])([O-])=O.[Cs+].[Cs+].[CH2:7]([O:9][C:10](=[O:19])[C:11]1[CH:16]=[CH:15][C:14]([OH:17])=[C:13]([OH:18])[CH:12]=1)[CH3:8].Br[CH2:21][CH2:22]Br. The catalyst is CN(C=O)C. The product is [CH2:7]([O:9][C:10]([C:11]1[CH:16]=[CH:15][C:14]2[O:17][CH2:21][CH2:22][O:18][C:13]=2[CH:12]=1)=[O:19])[CH3:8]. The yield is 0.290. (3) The reactants are [Cl:1][C:2]1[CH:7]=[CH:6][CH:5]=[C:4]([Cl:8])[C:3]=1[C:9]1[C:13]([CH2:14][O:15][C:16]2[CH:21]=[CH:20][C:19]([C:22]3[CH:23]=[C:24]4[C:29](=[CH:30][CH:31]=3)[N:28]=[C:27]([C:32]([O:34]CC)=[O:33])[CH:26]=[N:25]4)=[CH:18][CH:17]=2)=[C:12]([CH:37]([CH3:39])[CH3:38])[O:11][N:10]=1.[OH-].[Na+]. The catalyst is C(O)C.O1CCCC1. The product is [Cl:1][C:2]1[CH:7]=[CH:6][CH:5]=[C:4]([Cl:8])[C:3]=1[C:9]1[C:13]([CH2:14][O:15][C:16]2[CH:17]=[CH:18][C:19]([C:22]3[CH:23]=[C:24]4[C:29](=[CH:30][CH:31]=3)[N:28]=[C:27]([C:32]([OH:34])=[O:33])[CH:26]=[N:25]4)=[CH:20][CH:21]=2)=[C:12]([CH:37]([CH3:39])[CH3:38])[O:11][N:10]=1. The yield is 0.890. (4) The reactants are Cl[C:2]1[C:7]([C:8]#[N:9])=[CH:6][CH:5]=[CH:4][N:3]=1.[F:10][C:11]([F:23])([F:22])[O:12][C:13]1[CH:18]=[CH:17][C:16](B(O)O)=[CH:15][CH:14]=1. No catalyst specified. The product is [F:10][C:11]([F:22])([F:23])[O:12][C:13]1[CH:18]=[CH:17][C:16]([C:2]2[N:3]=[CH:4][CH:5]=[CH:6][C:7]=2[C:8]#[N:9])=[CH:15][CH:14]=1. The yield is 0.700.